Dataset: Full USPTO retrosynthesis dataset with 1.9M reactions from patents (1976-2016). Task: Predict the reactants needed to synthesize the given product. (1) Given the product [C:32]([C:2]1[CH:7]=[N:6][C:5]([N:8]2[CH2:13][CH2:12][C@@H:11]([NH:14][C:15]3[C:20]([C:21]([NH2:23])=[O:22])=[CH:19][N:18]=[C:17]([NH:24][C:25]4[CH:30]=[CH:29][CH:28]=[CH:27][N:26]=4)[CH:16]=3)[C@@H:10]([F:31])[CH2:9]2)=[N:4][CH:3]=1)#[N:33], predict the reactants needed to synthesize it. The reactants are: Br[C:2]1[CH:3]=[N:4][C:5]([N:8]2[CH2:13][CH2:12][C@@H:11]([NH:14][C:15]3[C:20]([C:21]([NH2:23])=[O:22])=[CH:19][N:18]=[C:17]([NH:24][C:25]4[CH:30]=[CH:29][CH:28]=[CH:27][N:26]=4)[CH:16]=3)[C@@H:10]([F:31])[CH2:9]2)=[N:6][CH:7]=1.[CH3:32][N:33]1CCN(C)C1=O. (2) Given the product [CH:1]1([C:7]2[C:15]3[C:10](=[CH:11][C:12]([C:16]([OH:18])=[O:17])=[CH:13][CH:14]=3)[N:9]([CH2:27][C:28]3[N:29]=[C:30]([CH3:33])[S:31][CH:32]=3)[C:8]=2[C:20]2[CH:25]=[CH:24][CH:23]=[CH:22][CH:21]=2)[CH2:2][CH2:3][CH2:4][CH2:5][CH2:6]1, predict the reactants needed to synthesize it. The reactants are: [CH:1]1([C:7]2[C:15]3[C:10](=[CH:11][C:12]([C:16]([O:18]C)=[O:17])=[CH:13][CH:14]=3)[NH:9][C:8]=2[C:20]2[CH:25]=[CH:24][CH:23]=[CH:22][CH:21]=2)[CH2:6][CH2:5][CH2:4][CH2:3][CH2:2]1.Cl[CH2:27][C:28]1[N:29]=[C:30]([CH3:33])[S:31][CH:32]=1.